From a dataset of Peptide-MHC class II binding affinity with 134,281 pairs from IEDB. Regression. Given a peptide amino acid sequence and an MHC pseudo amino acid sequence, predict their binding affinity value. This is MHC class II binding data. (1) The peptide sequence is QVNTSKTGINENYAK. The MHC is DRB3_0101 with pseudo-sequence DRB3_0101. The binding affinity (normalized) is 0. (2) The peptide sequence is MQVKVSKGAPCRIPV. The MHC is HLA-DQA10201-DQB10303 with pseudo-sequence HLA-DQA10201-DQB10303. The binding affinity (normalized) is 0.309. (3) The peptide sequence is QFKPEEITGIMKDLD. The MHC is HLA-DQA10102-DQB10602 with pseudo-sequence HLA-DQA10102-DQB10602. The binding affinity (normalized) is 0.345. (4) The peptide sequence is AQIYQAVSAQAAAIH. The MHC is DRB5_0101 with pseudo-sequence DRB5_0101. The binding affinity (normalized) is 0.628. (5) The peptide sequence is ALSDPYLSFAAALNG. The MHC is DRB1_0405 with pseudo-sequence DRB1_0405. The binding affinity (normalized) is 0.806. (6) The peptide sequence is SAALGPLIEGNTSLL. The MHC is HLA-DQA10201-DQB10303 with pseudo-sequence HLA-DQA10201-DQB10303. The binding affinity (normalized) is 0.425. (7) The peptide sequence is KLSYGIATVREVLSD. The MHC is DRB5_0101 with pseudo-sequence DRB5_0101. The binding affinity (normalized) is 0.302.